Dataset: Forward reaction prediction with 1.9M reactions from USPTO patents (1976-2016). Task: Predict the product of the given reaction. Given the reactants [CH3:1][N:2]([CH:10]1[CH2:15][CH2:14][C:13](=O)[CH2:12][CH2:11]1)[C:3](=[O:9])[O:4][C:5]([CH3:8])([CH3:7])[CH3:6].[CH3:17][N:18]1[CH2:23][CH2:22][NH:21][CH2:20][CH2:19]1.C(O)(=O)C.C(O[BH-](OC(=O)C)OC(=O)C)(=O)C.[Na+], predict the reaction product. The product is: [CH3:1][N:2]([CH:10]1[CH2:15][CH2:14][CH:13]([N:21]2[CH2:22][CH2:23][N:18]([CH3:17])[CH2:19][CH2:20]2)[CH2:12][CH2:11]1)[C:3](=[O:9])[O:4][C:5]([CH3:8])([CH3:7])[CH3:6].